From a dataset of Experimentally validated miRNA-target interactions with 360,000+ pairs, plus equal number of negative samples. Binary Classification. Given a miRNA mature sequence and a target amino acid sequence, predict their likelihood of interaction. The miRNA is hsa-miR-8058 with sequence CUGGACUUUGAUCUUGCCAUAA. The protein sequence of the target gene is MNPEWGQAFVHVAVAGGLCAVAVFTGIFDSVSVQVGYEHYAEAPVAGLPAFLAMPFNSLVNMAYTLLGLSWLHRGGAMGLGPRYLKDVFAAMALLYGPVQWLRLWTQWRRAAVLDQWLTLPIFAWPVAWCLYLDRGWRPWLFLSLECVSLASYGLALLHPQGFEVALGAHVVAAVGQALRTHRHYGSTTSATYLALGVLSCLGFVVLKLCDHQLARWRLFQCLTGHFWSKVCDVLQFHFAFLFLTHFNTHPRFHPSGGKTR. Result: 0 (no interaction).